Dataset: Forward reaction prediction with 1.9M reactions from USPTO patents (1976-2016). Task: Predict the product of the given reaction. (1) Given the reactants [F:1][C:2]1[CH:15]=[CH:14][C:5]([CH2:6][N:7]2[CH2:12][CH2:11][NH:10][C@H:9]([CH3:13])[CH2:8]2)=[CH:4][CH:3]=1.CCN=C=NCCCN(C)C.C1C=CC2N(O)N=NC=2C=1.CCN(C(C)C)C(C)C.[C:46]([O:50][C:51]([N:53]1[C:58]2[CH:59]=[C:60]([Cl:63])[CH:61]=[CH:62][C:57]=2[O:56][CH:55]([CH2:64][C:65](O)=[O:66])[CH2:54]1)=[O:52])([CH3:49])([CH3:48])[CH3:47], predict the reaction product. The product is: [C:46]([O:50][C:51]([N:53]1[C:58]2[CH:59]=[C:60]([Cl:63])[CH:61]=[CH:62][C:57]=2[O:56][CH:55]([CH2:64][C:65]([N:10]2[CH2:11][CH2:12][N:7]([CH2:6][C:5]3[CH:14]=[CH:15][C:2]([F:1])=[CH:3][CH:4]=3)[CH2:8][C@H:9]2[CH3:13])=[O:66])[CH2:54]1)=[O:52])([CH3:49])([CH3:48])[CH3:47]. (2) Given the reactants [CH3:1][N:2]1[CH:6]=[C:5]([C:7]2[C:11]3[N:12]=[C:13]([S:16][CH3:17])[N:14]=[CH:15][C:10]=3[S:9][C:8]=2[C:18]([O:20][CH3:21])=[O:19])[CH:4]=[N:3]1.OO.C1([OH:30])C=CC=CC=1, predict the reaction product. The product is: [CH3:1][N:2]1[CH:6]=[C:5]([C:7]2[C:11]3[N:12]=[C:13]([S:16]([CH3:17])=[O:30])[N:14]=[CH:15][C:10]=3[S:9][C:8]=2[C:18]([O:20][CH3:21])=[O:19])[CH:4]=[N:3]1.